Task: Predict the reactants needed to synthesize the given product.. Dataset: Full USPTO retrosynthesis dataset with 1.9M reactions from patents (1976-2016) (1) The reactants are: [CH3:1][C:2]1([CH3:33])[O:6][C@@H:5]2[C:7]([CH2:12][O:13][C:14](C3C=CC=CC=3)(C3C=CC=CC=3)C3C=CC=CC=3)=[CH:8][C@@H:9](C=C)[C@@H:4]2[O:3]1. Given the product [CH3:33][C:2]1([CH3:1])[O:3][C@@H:4]2[CH:9]=[CH:8][C@@H:7]([C@H:12]3[CH2:14][O:13]3)[C@@H:5]2[O:6]1, predict the reactants needed to synthesize it. (2) Given the product [F:35][C:6]([F:5])([F:36])[C:7]([N:9]1[CH2:18][CH2:17][C:16]2[C:11](=[CH:12][CH:13]=[C:14]([OH:19])[CH:15]=2)[CH:10]1[C:21]1[CH:22]=[CH:23][C:24]([O:27][CH2:28][CH2:29][N:30]2[CH2:31][CH2:32][CH2:33][CH2:34]2)=[CH:25][CH:26]=1)=[O:8], predict the reactants needed to synthesize it. The reactants are: B(Br)(Br)Br.[F:5][C:6]([F:36])([F:35])[C:7]([N:9]1[CH2:18][CH2:17][C:16]2[C:11](=[CH:12][CH:13]=[C:14]([O:19]C)[CH:15]=2)[CH:10]1[C:21]1[CH:26]=[CH:25][C:24]([O:27][CH2:28][CH2:29][N:30]2[CH2:34][CH2:33][CH2:32][CH2:31]2)=[CH:23][CH:22]=1)=[O:8].CO. (3) Given the product [CH:11]([C:19]1[N:20]=[C:21]([C:24]([NH:4][C:3]2[CH:5]=[CH:6][CH:7]=[CH:8][C:2]=2[C:1]([OH:10])=[O:9])=[O:25])[S:22][CH:23]=1)=[CH:12][C:13]1[CH:14]=[CH:15][CH:16]=[CH:17][CH:18]=1, predict the reactants needed to synthesize it. The reactants are: [C:1]([OH:10])(=[O:9])[C:2]1[C:3](=[CH:5][CH:6]=[CH:7][CH:8]=1)[NH2:4].[CH:11]([C:19]1[N:20]=[C:21]([C:24](Cl)=[O:25])[S:22][CH:23]=1)=[CH:12][C:13]1[CH:18]=[CH:17][CH:16]=[CH:15][CH:14]=1. (4) Given the product [Cl:17][C:18]1[CH:23]=[CH:22][CH:21]=[CH:20][C:19]=1[S:24]([NH:5][C:4]1[CH:6]=[C:7]([CH3:9])[CH:8]=[C:2]([CH3:1])[CH:3]=1)(=[O:26])=[O:25], predict the reactants needed to synthesize it. The reactants are: [CH3:1][C:2]1[CH:3]=[C:4]([CH:6]=[C:7]([CH3:9])[CH:8]=1)[NH2:5].C(N(CC)CC)C.[Cl:17][C:18]1[CH:23]=[CH:22][CH:21]=[CH:20][C:19]=1[S:24](Cl)(=[O:26])=[O:25].